Task: Predict which catalyst facilitates the given reaction.. Dataset: Catalyst prediction with 721,799 reactions and 888 catalyst types from USPTO (1) Reactant: C(C1COC(=O)N1[C:14](=[O:26])[C:15]([CH:23]1[CH2:25][CH2:24]1)([C:17]1[CH:22]=[CH:21][CH:20]=[CH:19][CH:18]=1)[CH3:16])C1C=CC=CC=1.OO.O.[OH-].[Li+].S([O-])([O-])=[O:33].[Na+].[Na+]. Product: [CH:23]1([C:15]([C:17]2[CH:18]=[CH:19][CH:20]=[CH:21][CH:22]=2)([CH3:16])[C:14]([OH:26])=[O:33])[CH2:24][CH2:25]1. The catalyst class is: 30. (2) Product: [CH2:1]([O:3][C:4]([C:6]1[C:7]2[CH2:13][N:12]([C:17]([CH:14]3[CH2:16][CH2:15]3)=[O:18])[CH2:11][C:8]=2[NH:9][N:10]=1)=[O:5])[CH3:2]. Reactant: [CH2:1]([O:3][C:4]([C:6]1[C:7]2[CH2:13][NH:12][CH2:11][C:8]=2[NH:9][N:10]=1)=[O:5])[CH3:2].[CH:14]1([C:17](Cl)=[O:18])[CH2:16][CH2:15]1.C(N(C(C)C)CC)(C)C. The catalyst class is: 1. (3) Product: [CH2:1]([O:48][CH:49]1[C@@H:53]2[CH:54]=[N:55][C:56]3[CH:63]=[CH:62][C:61]([O:64][CH3:65])=[CH:60][C:57]=3[C:58](=[O:59])[N:52]2[CH:51]=[C:50]1[C:82]1[CH:83]=[CH:84][C:85]([O:88][CH3:89])=[CH:86][CH:87]=1)[CH2:2][CH2:3][CH2:4][CH2:5][O:6][CH:7]1[C@@H:11]2[CH:12]=[N:13][C:14]3[CH:21]=[CH:20][C:19]([O:22][CH3:23])=[CH:18][C:15]=3[C:16](=[O:17])[N:10]2[CH:9]=[C:8]1[C:40]1[CH:41]=[CH:42][C:43]([O:46][CH3:47])=[CH:44][CH:45]=1. The catalyst class is: 147. Reactant: [CH2:1]([O:48][CH:49]1[C@H:53]2[C@H:54](O[Si](C(C)(C)C)(C)C)[N:55](C(OCC(Cl)(Cl)Cl)=O)[C:56]3[CH:63]=[CH:62][C:61]([O:64][CH3:65])=[CH:60][C:57]=3[C:58](=[O:59])[N:52]2[CH:51]=[C:50]1[C:82]1[CH:87]=[CH:86][C:85]([O:88][CH3:89])=[CH:84][CH:83]=1)[CH2:2][CH2:3][CH2:4][CH2:5][O:6][CH:7]1[C@H:11]2[C@H:12](O[Si](C(C)(C)C)(C)C)[N:13](C(OCC(Cl)(Cl)Cl)=O)[C:14]3[CH:21]=[CH:20][C:19]([O:22][CH3:23])=[CH:18][C:15]=3[C:16](=[O:17])[N:10]2[CH:9]=[C:8]1[C:40]1[CH:45]=[CH:44][C:43]([O:46][CH3:47])=[CH:42][CH:41]=1.C1COCC1. (4) Reactant: [CH2:1]([O:5][CH2:6][CH2:7][O:8][C:9]1[CH:14]=[CH:13][C:12]([C:15]2[CH:16]=[CH:17][C:18]3[N:25]([CH2:26][CH:27]([CH3:29])[CH3:28])[CH2:24][CH2:23][CH2:22][C:21]([C:30]([NH:32][C:33]4[CH:38]=[CH:37][C:36]([S:39][CH2:40][C:41]5[N:45]([CH2:46][CH2:47][CH3:48])[CH:44]=[N:43][C:42]=5[CH3:49])=[CH:35][CH:34]=4)=[O:31])=[CH:20][C:19]=3[CH:50]=2)=[CH:11][CH:10]=1)[CH2:2][CH2:3][CH3:4].ClC1C=CC=C(C(OO)=[O:59])C=1. Product: [CH2:1]([O:5][CH2:6][CH2:7][O:8][C:9]1[CH:10]=[CH:11][C:12]([C:15]2[CH:16]=[CH:17][C:18]3[N:25]([CH2:26][CH:27]([CH3:28])[CH3:29])[CH2:24][CH2:23][CH2:22][C:21]([C:30]([NH:32][C:33]4[CH:34]=[CH:35][C:36]([S:39]([CH2:40][C:41]5[N:45]([CH2:46][CH2:47][CH3:48])[CH:44]=[N:43][C:42]=5[CH3:49])=[O:59])=[CH:37][CH:38]=4)=[O:31])=[CH:20][C:19]=3[CH:50]=2)=[CH:13][CH:14]=1)[CH2:2][CH2:3][CH3:4]. The catalyst class is: 4. (5) The catalyst class is: 94. Product: [C:1]([C:5]1[CH:10]=[C:9]([Br:11])[C:8]([NH2:12])=[CH:7][C:6]=1[OH:15])([CH3:4])([CH3:2])[CH3:3]. Reactant: [C:1]([C:5]1[CH:10]=[C:9]([Br:11])[C:8]([N+:12]([O-])=O)=[CH:7][C:6]=1[OH:15])([CH3:4])([CH3:3])[CH3:2]. (6) Reactant: [Cl:1][C:2]1[C:7]([I:8])=[CH:6][C:5]([NH:9][CH2:10][C:11]([OH:13])=O)=[C:4]([O:14][CH3:15])[CH:3]=1.[N:16]1([CH:22]2[CH2:25][N:24]([C:26]([O:28][C:29]([CH3:32])([CH3:31])[CH3:30])=[O:27])[CH2:23]2)[CH2:21][CH2:20][NH:19][CH2:18][CH2:17]1.CCN=C=NCCCN(C)C.Cl.C1C=CC2N(O)N=NC=2C=1.CCN(CC)CC. Product: [Cl:1][C:2]1[C:7]([I:8])=[CH:6][C:5]([NH:9][CH2:10][C:11]([N:19]2[CH2:20][CH2:21][N:16]([CH:22]3[CH2:23][N:24]([C:26]([O:28][C:29]([CH3:32])([CH3:31])[CH3:30])=[O:27])[CH2:25]3)[CH2:17][CH2:18]2)=[O:13])=[C:4]([O:14][CH3:15])[CH:3]=1. The catalyst class is: 3. (7) Reactant: C(OC([N:8]1[CH2:13][CH2:12][CH:11]([C:14]2[CH:19]=[CH:18][C:17]([NH:20][C:21]3[N:26]=[CH:25][C:24]4=[CH:27][CH:28]=[C:29]([C:30]5[CH:35]=[CH:34][CH:33]=[CH:32][C:31]=5[O:36][CH3:37])[N:23]4[N:22]=3)=[C:16]([O:38][CH3:39])[CH:15]=2)[CH2:10][CH2:9]1)=O)(C)(C)C.FC(F)(F)C(O)=O. Product: [CH3:37][O:36][C:31]1[CH:32]=[CH:33][CH:34]=[CH:35][C:30]=1[C:29]1[N:23]2[C:24]([CH:25]=[N:26][C:21]([NH:20][C:17]3[CH:18]=[CH:19][C:14]([CH:11]4[CH2:12][CH2:13][NH:8][CH2:9][CH2:10]4)=[CH:15][C:16]=3[O:38][CH3:39])=[N:22]2)=[CH:27][CH:28]=1. The catalyst class is: 2.